Dataset: Full USPTO retrosynthesis dataset with 1.9M reactions from patents (1976-2016). Task: Predict the reactants needed to synthesize the given product. (1) Given the product [CH3:47][N:46]([CH3:48])[CH2:45][CH2:44][O:17][C:18]1[CH:19]=[CH:20][C:21]2[C:22]3[N:23]([CH2:39][CH2:40][N:41]=3)[C:24]([NH:30][C:31]([C:33]3[CH:34]=[N:35][CH:36]=[N:37][CH:38]=3)=[O:32])=[N:25][C:26]=2[C:27]=1[O:28][CH3:29], predict the reactants needed to synthesize it. The reactants are: [H-].[Na+].FC(F)(F)C(O)=O.FC(F)(F)C(O)=O.[OH:17][C:18]1[CH:19]=[CH:20][C:21]2[C:22]3[N:23]([CH2:39][CH2:40][N:41]=3)[C:24]([NH:30][C:31]([C:33]3[CH:34]=[N:35][CH:36]=[N:37][CH:38]=3)=[O:32])=[N:25][C:26]=2[C:27]=1[O:28][CH3:29].Cl.Cl[CH2:44][CH2:45][N:46]([CH3:48])[CH3:47]. (2) Given the product [O:4]1[C:9]2[CH:10]=[CH:11][C:12]([CH2:14][N:15]([CH2:1][CH3:2])[CH:16]3[CH2:17][CH2:18][N:19]([CH2:22][CH2:23][S:24][C:25]4[CH:34]=[N:33][C:32]5[C:27](=[CH:28][C:29]([O:35][CH3:36])=[CH:30][CH:31]=5)[N:26]=4)[CH2:20][CH2:21]3)=[CH:13][C:8]=2[O:7][CH2:6][CH2:5]1, predict the reactants needed to synthesize it. The reactants are: [CH:1](=O)[CH3:2].[O:4]1[C:9]2[CH:10]=[CH:11][C:12]([CH2:14][NH:15][CH:16]3[CH2:21][CH2:20][N:19]([CH2:22][CH2:23][S:24][C:25]4[CH:34]=[N:33][C:32]5[C:27](=[CH:28][C:29]([O:35][CH3:36])=[CH:30][CH:31]=5)[N:26]=4)[CH2:18][CH2:17]3)=[CH:13][C:8]=2[O:7][CH2:6][CH2:5]1. (3) Given the product [I:1][C:2]1[CH:3]=[C:4]2[N:10]=[CH:9][N:8]([CH2:11][C:12]3[CH:17]=[CH:16][C:15]([O:18][CH:28]([C:30]4[CH:35]=[N:34][C:33]([O:36][CH3:37])=[CH:32][CH:31]=4)[CH3:29])=[C:14]([O:19][CH3:20])[CH:13]=3)[C:5]2=[N:6][CH:7]=1, predict the reactants needed to synthesize it. The reactants are: [I:1][C:2]1[CH:3]=[C:4]2[N:10]=[CH:9][N:8]([CH2:11][C:12]3[CH:17]=[CH:16][C:15]([OH:18])=[C:14]([O:19][CH3:20])[CH:13]=3)[C:5]2=[N:6][CH:7]=1.C(=O)([O-])[O-].[K+].[K+].Cl[CH:28]([C:30]1[CH:31]=[CH:32][C:33]([O:36][CH3:37])=[N:34][CH:35]=1)[CH3:29]. (4) Given the product [NH2:1][C:2]1[CH:9]=[CH:8][C:5]([C:6]([OH:13])=[O:11])=[C:4]([F:10])[CH:3]=1, predict the reactants needed to synthesize it. The reactants are: [NH2:1][C:2]1[CH:9]=[CH:8][C:5]([C:6]#N)=[C:4]([F:10])[CH:3]=1.[OH-:11].[K+].[OH2:13]. (5) Given the product [NH2:1][C:4]1[CH:5]=[C:6]([CH:12]=[CH:13][C:14]=1[N:15]1[CH:19]=[CH:18][CH:17]=[CH:16]1)[C:7]([O:9][CH2:10][CH3:11])=[O:8], predict the reactants needed to synthesize it. The reactants are: [N+:1]([C:4]1[CH:5]=[C:6]([CH:12]=[CH:13][C:14]=1[N:15]1[CH:19]=[CH:18][CH:17]=[CH:16]1)[C:7]([O:9][CH2:10][CH3:11])=[O:8])([O-])=O.[BH4-].[Na+]. (6) Given the product [CH3:29][C:26]1[CH:27]=[CH:28][C:23]([S:20]([N:18]2[CH2:19][C:14]3[S:13][C:12]([C:9]4[CH:10]=[CH:11][C:6]([O:5][CH2:4][CH2:3][CH2:2][N:32]5[CH2:33][CH2:34][CH2:35][CH:31]5[CH3:30])=[CH:7][CH:8]=4)=[N:16][C:15]=3[CH2:17]2)(=[O:22])=[O:21])=[CH:24][CH:25]=1, predict the reactants needed to synthesize it. The reactants are: Cl[CH2:2][CH2:3][CH2:4][O:5][C:6]1[CH:11]=[CH:10][C:9]([C:12]2[S:13][C:14]3[CH2:19][N:18]([S:20]([C:23]4[CH:28]=[CH:27][C:26]([CH3:29])=[CH:25][CH:24]=4)(=[O:22])=[O:21])[CH2:17][C:15]=3[N:16]=2)=[CH:8][CH:7]=1.[CH3:30][CH:31]1[CH2:35][CH2:34][CH2:33][NH:32]1. (7) Given the product [C:26]([C:2]1[CH:25]=[CH:24][C:5]2[NH:6][C:7]([N:9]3[CH2:14][CH2:13][C:12]4([C:22]5[C:17](=[CH:18][CH:19]=[CH:20][CH:21]=5)[C:16](=[O:23])[O:15]4)[CH2:11][CH2:10]3)=[N:8][C:4]=2[CH:3]=1)#[N:27], predict the reactants needed to synthesize it. The reactants are: I[C:2]1[CH:25]=[CH:24][C:5]2[NH:6][C:7]([N:9]3[CH2:14][CH2:13][C:12]4([C:22]5[C:17](=[CH:18][CH:19]=[CH:20][CH:21]=5)[C:16](=[O:23])[O:15]4)[CH2:11][CH2:10]3)=[N:8][C:4]=2[CH:3]=1.[CH3:26][N:27]1C(=O)CCC1.